From a dataset of Reaction yield outcomes from USPTO patents with 853,638 reactions. Predict the reaction yield, written as a fraction of the theoretical maximum amount of product (1.0 means a 100% yield; for example, 0.34 means a 34% yield). The reactants are C(OC([N:8]1[C:16]2[C:11](=[CH:12][C:13]([O:17][CH3:18])=[CH:14][CH:15]=2)[CH:10]=[C:9]1[C:19]1[CH:24]=[CH:23][C:22](/[CH:25]=[CH:26]/[C:27]2[N:28]([CH2:40][C:41]3[CH:46]=[CH:45][C:44]([C:47]([OH:49])=[O:48])=[CH:43][CH:42]=3)[CH:29]=[C:30]([C:32]3[CH:37]=[CH:36][C:35]([Cl:38])=[CH:34][C:33]=3[Cl:39])[N:31]=2)=[CH:21][CH:20]=1)=O)(C)(C)C.Cl. The catalyst is O1CCOCC1. The product is [Cl:39][C:33]1[CH:34]=[C:35]([Cl:38])[CH:36]=[CH:37][C:32]=1[C:30]1[N:31]=[C:27](/[CH:26]=[CH:25]/[C:22]2[CH:23]=[CH:24][C:19]([C:9]3[NH:8][C:16]4[C:11]([CH:10]=3)=[CH:12][C:13]([O:17][CH3:18])=[CH:14][CH:15]=4)=[CH:20][CH:21]=2)[N:28]([CH2:40][C:41]2[CH:42]=[CH:43][C:44]([C:47]([OH:49])=[O:48])=[CH:45][CH:46]=2)[CH:29]=1. The yield is 0.790.